The task is: Regression/Classification. Given a drug SMILES string, predict its toxicity properties. Task type varies by dataset: regression for continuous values (e.g., LD50, hERG inhibition percentage) or binary classification for toxic/non-toxic outcomes (e.g., AMES mutagenicity, cardiotoxicity, hepatotoxicity). Dataset: herg_karim.. This data is from hERG potassium channel inhibition data for cardiac toxicity prediction from Karim et al.. (1) The molecule is N[C@H]1C[C@@H](N2Cc3cnc(C(F)(F)F)nc3C2)CC[C@@H]1c1cc(F)c(F)cc1F. The result is 1 (blocker). (2) The drug is Cc1ccc(C2CC3CCC(C2)N3CCCSc2nnc(-c3ocnc3C)n2C)cc1. The result is 1 (blocker). (3) The molecule is CCCCc1ccc(S(=O)(=O)Nc2ccc3c(c2)CCN(Cc2cc[nH]n2)CC3)cc1. The result is 1 (blocker). (4) The compound is N[C@H](C(=O)N1CCCC1)[C@H]1CC[C@@H](NC(=O)OCc2ccccc2)CC1. The result is 0 (non-blocker). (5) The compound is O=C(CNc1nc(C(F)(F)F)nc2ccc(C(F)(F)F)cc12)NC1CN(C2CCC(O)(c3cncs3)CC2)C1. The result is 0 (non-blocker). (6) The compound is CN1C[C@@H]2C[C@H]1CN2c1ccc(-c2ccc3sccc3c2)nc1. The result is 1 (blocker). (7) The compound is COc1cccc(C(=O)N(c2ccccn2)C2CCN(c3cc(N)ccn3)CC2)c1. The result is 1 (blocker). (8) The compound is CCc1ccccc1Oc1cc(C)ncc1CN(C)C. The result is 0 (non-blocker).